Dataset: Reaction yield outcomes from USPTO patents with 853,638 reactions. Task: Predict the reaction yield, written as a fraction of the theoretical maximum amount of product (1.0 means a 100% yield; for example, 0.34 means a 34% yield). (1) The reactants are [CH3:1][O:2][C:3]1[CH:22]=[CH:21][C:6]([CH2:7][O:8][C:9]2[CH:14]=[CH:13][CH:12]=[C:11]([N+:15]([O-:17])=[O:16])[C:10]=2[CH:18]([OH:20])[CH3:19])=[CH:5][CH:4]=1.C[N+]1([O-])CCOCC1. The catalyst is ClCCl.[Ru]([O-])(=O)(=O)=O.C([N+](CCC)(CCC)CCC)CC. The product is [CH3:1][O:2][C:3]1[CH:4]=[CH:5][C:6]([CH2:7][O:8][C:9]2[CH:14]=[CH:13][CH:12]=[C:11]([N+:15]([O-:17])=[O:16])[C:10]=2[C:18](=[O:20])[CH3:19])=[CH:21][CH:22]=1. The yield is 0.800. (2) The reactants are [Si:1]([O:8][C@H:9]1[CH2:13][C@H:12]([O:14][C:15]2[CH:20]=[C:19](Cl)[N:18]=[CH:17][N:16]=2)[CH2:11][C@H:10]1[CH2:22][OH:23])([C:4]([CH3:7])([CH3:6])[CH3:5])([CH3:3])[CH3:2].Cl[NH:25][CH:26]1[C:34]2[C:29](=[CH:30][C:31]([Cl:35])=[CH:32][CH:33]=2)[CH2:28][CH:27]1[O:36][CH3:37].C(O)CCC.C(N(CC)CC)C. No catalyst specified. The product is [Si:1]([O:8][C@H:9]1[CH2:13][C@H:12]([O:14][C:15]2[CH:20]=[C:19]([NH:25][C@@H:26]3[C:34]4[C:29](=[CH:30][C:31]([Cl:35])=[CH:32][CH:33]=4)[CH2:28][C@@H:27]3[O:36][CH3:37])[N:18]=[CH:17][N:16]=2)[CH2:11][C@H:10]1[CH2:22][OH:23])([C:4]([CH3:6])([CH3:7])[CH3:5])([CH3:2])[CH3:3]. The yield is 0.710. (3) The yield is 0.810. The product is [Br:1][C:2]1[CH:3]=[CH:4][C:5]([N:12]2[CH2:11][CH:10]([CH3:9])[O:15][CH:14]([CH3:16])[CH2:13]2)=[N:6][CH:7]=1. The reactants are [Br:1][C:2]1[CH:3]=[CH:4][C:5](F)=[N:6][CH:7]=1.[CH3:9][CH:10]1[O:15][CH:14]([CH3:16])[CH2:13][NH:12][CH2:11]1.C([O-])([O-])=O.[K+].[K+].O. The catalyst is CS(C)=O. (4) The reactants are [CH2:1]([O:3][C:4](=[O:12])[C:5]1[CH:10]=[CH:9][C:8]([NH2:11])=[CH:7][CH:6]=1)[CH3:2].[Br:13][C:14]1[CH:15]=[CH:16][C:17]([F:22])=[C:18]([CH:21]=1)[CH:19]=O. The catalyst is C(O)C. The product is [CH2:1]([O:3][C:4](=[O:12])[C:5]1[CH:10]=[CH:9][C:8]([N:11]=[CH:19][C:18]2[CH:21]=[C:14]([Br:13])[CH:15]=[CH:16][C:17]=2[F:22])=[CH:7][CH:6]=1)[CH3:2]. The yield is 0.790. (5) The reactants are [Br:1][C:2]1[CH:3]=[N:4][N:5]2[C:10](Cl)=[CH:9][C:8]([C:12]3[CH:17]=[CH:16][CH:15]=[CH:14][C:13]=3[Cl:18])=[N:7][C:6]=12.[C:19]([O:23][C:24]([N:26]1[CH2:31][CH2:30][CH:29]([CH2:32][NH2:33])[CH2:28][CH2:27]1)=[O:25])([CH3:22])([CH3:21])[CH3:20].C(N(C(C)C)CC)(C)C. The catalyst is O1CCOCC1. The product is [C:19]([O:23][C:24]([N:26]1[CH2:31][CH2:30][CH:29]([CH2:32][NH:33][C:10]2[N:5]3[N:4]=[CH:3][C:2]([Br:1])=[C:6]3[N:7]=[C:8]([C:12]3[CH:17]=[CH:16][CH:15]=[CH:14][C:13]=3[Cl:18])[CH:9]=2)[CH2:28][CH2:27]1)=[O:25])([CH3:22])([CH3:21])[CH3:20]. The yield is 1.00. (6) The reactants are [C:1]([C:5]1[CH:10]=[CH:9][C:8]([CH2:11][C:12]#[N:13])=[CH:7][CH:6]=1)([CH3:4])([CH3:3])[CH3:2].C([O:16][C:17]([C:19]1[N:23]([CH3:24])[N:22]=[C:21]([CH3:25])[C:20]=1[CH3:26])=O)C.C(OCCOCCO)C.CO.C[O-].[Na+]. The catalyst is COCCOCCOC.CCCCCCC. The product is [C:1]([C:5]1[CH:6]=[CH:7][C:8]([CH:11]([C:17]([C:19]2[N:23]([CH3:24])[N:22]=[C:21]([CH3:25])[C:20]=2[CH3:26])=[O:16])[C:12]#[N:13])=[CH:9][CH:10]=1)([CH3:4])([CH3:2])[CH3:3]. The yield is 0.940.